Task: Predict which catalyst facilitates the given reaction.. Dataset: Catalyst prediction with 721,799 reactions and 888 catalyst types from USPTO (1) Product: [F:40][C:39]([F:42])([F:41])[C:37]([OH:43])=[O:38].[NH:8]1[CH2:11][CH:10]([NH:12][C:13]2[CH:14]=[C:15]3[C:24](=[CH:25][C:26]=2[O:27][CH2:28][C:29]2[CH:34]=[CH:33][CH:32]=[CH:31][CH:30]=2)[O:23][CH2:22][C:21]2[N:16]3[CH:17]([CH3:36])[C:18](=[O:35])[NH:19][N:20]=2)[CH2:9]1. Reactant: C(OC([N:8]1[CH2:11][CH:10]([NH:12][C:13]2[CH:14]=[C:15]3[C:24](=[CH:25][C:26]=2[O:27][CH2:28][C:29]2[CH:34]=[CH:33][CH:32]=[CH:31][CH:30]=2)[O:23][CH2:22][C:21]2[N:16]3[CH:17]([CH3:36])[C:18](=[O:35])[NH:19][N:20]=2)[CH2:9]1)=O)(C)(C)C.[C:37]([OH:43])([C:39]([F:42])([F:41])[F:40])=[O:38]. The catalyst class is: 2. (2) Reactant: Cl[C:2]1[CH:3]=[C:4]([C:8]2[N:9]=[CH:10][N:11]([C:13]3[C:18]([CH3:19])=[CH:17][CH:16]=[CH:15][C:14]=3[CH3:20])[CH:12]=2)[CH:5]=[CH:6][CH:7]=1.[NH2:21][C:22]1[CH:27]=[CH:26][CH:25]=[CH:24][CH:23]=1.[CH3:28][C:29]([CH3:32])([O-])[CH3:30].[Na+].C1(P(C2CCCCC2)C2C=CC=[CH:43][C:42]=2[C:47]2[C:52](OC)=[CH:51][CH:50]=[CH:49][C:48]=2OC)CCCCC1. Product: [CH3:28][C:29]1[CH:32]=[CH:3][CH:2]=[C:7]([CH3:6])[C:30]=1[N:9]1[CH:43]=[C:42]([C:47]2[CH:48]=[C:49]([CH:50]=[CH:51][CH:52]=2)[N:21]([C:2]2[CH:7]=[CH:6][CH:5]=[C:4]([C:8]3[N:9]=[CH:10][N:11]([C:13]4[C:18]([CH3:19])=[CH:17][CH:16]=[CH:15][C:14]=4[CH3:20])[CH:12]=3)[CH:3]=2)[C:22]2[CH:27]=[CH:26][CH:25]=[CH:24][CH:23]=2)[N:11]=[CH:10]1. The catalyst class is: 101. (3) Reactant: [Cl:1][C:2]1[C:3]([O:24][C:25]2[CH:30]=[CH:29][N:28]=[C:27](Cl)[CH:26]=2)=[CH:4][C:5]([F:23])=[C:6]([NH:8][C:9]([N:11]2[CH2:15][CH2:14][N:13]([CH:16]3[CH2:21][CH2:20][O:19][CH2:18][CH2:17]3)[C:12]2=[O:22])=[O:10])[CH:7]=1.[C:32]([NH2:35])(=[O:34])[CH3:33].C([O-])([O-])=O.[Cs+].[Cs+].CC1(C)C2C(=C(P(C3C=CC=CC=3)C3C=CC=CC=3)C=CC=2)OC2C(P(C3C=CC=CC=3)C3C=CC=CC=3)=CC=CC1=2. Product: [C:32]([NH:35][C:27]1[CH:26]=[C:25]([O:24][C:3]2[C:2]([Cl:1])=[CH:7][C:6]([NH:8][C:9]([N:11]3[CH2:15][CH2:14][N:13]([CH:16]4[CH2:17][CH2:18][O:19][CH2:20][CH2:21]4)[C:12]3=[O:22])=[O:10])=[C:5]([F:23])[CH:4]=2)[CH:30]=[CH:29][N:28]=1)(=[O:34])[CH3:33]. The catalyst class is: 62. (4) Reactant: [C:1]([C:5]1[O:9][N:8]=[C:7]([NH:10][C:11]([C@@H:13]2[CH2:17][CH2:16][CH2:15][NH:14]2)=[O:12])[CH:6]=1)([CH3:4])([CH3:3])[CH3:2].Cl.[O:19]=[S:20]1(=[O:29])[CH2:25][CH2:24][N:23]([C:26](Cl)=[O:27])[CH2:22][CH2:21]1.C(N(CC)C(C)C)(C)C. Product: [C:1]([C:5]1[O:9][N:8]=[C:7]([NH:10][C:11]([C@@H:13]2[CH2:17][CH2:16][CH2:15][N:14]2[C:26]([N:23]2[CH2:24][CH2:25][S:20](=[O:29])(=[O:19])[CH2:21][CH2:22]2)=[O:27])=[O:12])[CH:6]=1)([CH3:4])([CH3:2])[CH3:3]. The catalyst class is: 54.